This data is from Forward reaction prediction with 1.9M reactions from USPTO patents (1976-2016). The task is: Predict the product of the given reaction. (1) Given the reactants [N:1]1([NH:7][C:8](=[O:31])[CH2:9][C:10]2[C:18]3[C:13](=[CH:14][CH:15]=[C:16]([O:19][CH3:20])[CH:17]=3)[N:12]([C:21](=[O:29])[C:22]3[CH:27]=[CH:26][C:25]([Cl:28])=[CH:24][CH:23]=3)[C:11]=2[CH3:30])[CH2:6][CH2:5][NH:4][CH2:3][CH2:2]1.[C:32]1(=O)[CH2:37][CH2:36][CH2:35][CH2:34][CH2:33]1.C(O)(=O)C.C(O[BH-](OC(=O)C)OC(=O)C)(=O)C.[Na+], predict the reaction product. The product is: [CH:32]1([N:4]2[CH2:5][CH2:6][N:1]([NH:7][C:8](=[O:31])[CH2:9][C:10]3[C:18]4[C:13](=[CH:14][CH:15]=[C:16]([O:19][CH3:20])[CH:17]=4)[N:12]([C:21](=[O:29])[C:22]4[CH:27]=[CH:26][C:25]([Cl:28])=[CH:24][CH:23]=4)[C:11]=3[CH3:30])[CH2:2][CH2:3]2)[CH2:37][CH2:36][CH2:35][CH2:34][CH2:33]1. (2) Given the reactants C([O:5][C:6](=[O:46])[CH2:7][CH2:8][N:9](C(OC(C)(C)C)=O)[CH2:10][C:11]([N:13]1[C:21]2[C:16](=[CH:17][C:18]([O:22][CH2:23][C:24]3[CH:29]=[CH:28][C:27]([CH:30]4[CH2:35][CH2:34][CH2:33][CH2:32][CH2:31]4)=[C:26]([N:36]([CH3:38])[CH3:37])[CH:25]=3)=[CH:19][CH:20]=2)[CH2:15][CH2:14]1)=[O:12])(C)(C)C, predict the reaction product. The product is: [CH:30]1([C:27]2[CH:28]=[CH:29][C:24]([CH2:23][O:22][C:18]3[CH:17]=[C:16]4[C:21](=[CH:20][CH:19]=3)[N:13]([C:11](=[O:12])[CH2:10][NH:9][CH2:8][CH2:7][C:6]([OH:46])=[O:5])[CH2:14][CH2:15]4)=[CH:25][C:26]=2[N:36]([CH3:37])[CH3:38])[CH2:31][CH2:32][CH2:33][CH2:34][CH2:35]1. (3) Given the reactants NC1C=C(Br)SC=1C(N)=O.C(OC(N1CCC[C@H]1C(O)=O)=O)(C)(C)C.F[P-](F)(F)(F)(F)F.N1(OC(N(C)C)=[N+](C)C)C2N=CC=CC=2N=N1.C(N(C(C)C)C(C)C)C.C(=O)([O-])O.[Na+].[Br:64][C:65]1[S:69][C:68]([C:70](=[O:72])[NH2:71])=[C:67]([NH:73][C:74]([C@@H:76]2[CH2:80][CH2:79][CH2:78][N:77]2[C:81]([O:83][C:84]([CH3:87])([CH3:86])[CH3:85])=[O:82])=O)[CH:66]=1.[OH-].[Na+].Cl, predict the reaction product. The product is: [Br:64][C:65]1[S:69][C:68]2[C:70](=[O:72])[NH:71][C:74]([C@@H:76]3[CH2:80][CH2:79][CH2:78][N:77]3[C:81]([O:83][C:84]([CH3:87])([CH3:86])[CH3:85])=[O:82])=[N:73][C:67]=2[CH:66]=1. (4) Given the reactants [CH3:1][O:2][C:3]1[CH:8]=[CH:7][C:6]([CH:9]2[CH2:14][CH2:13][O:12][CH2:11][CH2:10]2)=[CH:5][C:4]=1[NH:15][C:16]([NH2:18])=[S:17].BrBr, predict the reaction product. The product is: [CH3:1][O:2][C:3]1[C:4]2[N:15]=[C:16]([NH2:18])[S:17][C:5]=2[C:6]([CH:9]2[CH2:10][CH2:11][O:12][CH2:13][CH2:14]2)=[CH:7][CH:8]=1.